From a dataset of Peptide-MHC class I binding affinity with 185,985 pairs from IEDB/IMGT. Regression. Given a peptide amino acid sequence and an MHC pseudo amino acid sequence, predict their binding affinity value. This is MHC class I binding data. (1) The peptide sequence is LTDNDDILM. The MHC is HLA-A30:01 with pseudo-sequence HLA-A30:01. The binding affinity (normalized) is 0.0880. (2) The peptide sequence is ILNRKAIDF. The MHC is HLA-A02:03 with pseudo-sequence HLA-A02:03. The binding affinity (normalized) is 0.0847. (3) The peptide sequence is WENGFKVVL. The MHC is HLA-A30:01 with pseudo-sequence HLA-A30:01. The binding affinity (normalized) is 0.0847. (4) The peptide sequence is RHDITGFIL. The MHC is HLA-B38:01 with pseudo-sequence HLA-B38:01. The binding affinity (normalized) is 0.727. (5) The peptide sequence is AAMVPTGSL. The MHC is H-2-Kb with pseudo-sequence H-2-Kb. The binding affinity (normalized) is 0.274. (6) The peptide sequence is YTVRGTGKY. The MHC is HLA-B08:01 with pseudo-sequence HLA-B08:01. The binding affinity (normalized) is 0.0847. (7) The peptide sequence is SLYKYLLLR. The MHC is HLA-A01:01 with pseudo-sequence HLA-A01:01. The binding affinity (normalized) is 0.0847. (8) The peptide sequence is QLFIKDYRY. The MHC is HLA-B58:01 with pseudo-sequence HLA-B58:01. The binding affinity (normalized) is 0.0847.